From a dataset of Full USPTO retrosynthesis dataset with 1.9M reactions from patents (1976-2016). Predict the reactants needed to synthesize the given product. (1) Given the product [CH3:30][C:27]1[CH:28]=[CH:29][N:16]2[C:17]=1[C:18](=[O:26])[N:19]([C:20]1[CH:25]=[CH:24][CH:23]=[CH:22][CH:21]=1)[C:14]([C@@H:12]([NH:11][C:9]1[C:10]3[C:2]([C:44]4[N:40]([CH3:39])[N:41]=[C:42]([C:54]([F:57])([F:56])[F:55])[CH:43]=4)=[CH:3][N:4]([CH2:31][O:32][CH2:33][CH2:34][Si:35]([CH3:38])([CH3:37])[CH3:36])[C:5]=3[N:6]=[CH:7][N:8]=1)[CH3:13])=[N:15]2, predict the reactants needed to synthesize it. The reactants are: Br[C:2]1[C:10]2[C:9]([NH:11][C@H:12]([C:14]3[N:19]([C:20]4[CH:25]=[CH:24][CH:23]=[CH:22][CH:21]=4)[C:18](=[O:26])[C:17]4=[C:27]([CH3:30])[CH:28]=[CH:29][N:16]4[N:15]=3)[CH3:13])=[N:8][CH:7]=[N:6][C:5]=2[N:4]([CH2:31][O:32][CH2:33][CH2:34][Si:35]([CH3:38])([CH3:37])[CH3:36])[CH:3]=1.[CH3:39][N:40]1[C:44](B2OC(C)(C)C(C)(C)O2)=[CH:43][C:42]([C:54]([F:57])([F:56])[F:55])=[N:41]1.C(=O)([O-])[O-].[Na+].[Na+]. (2) Given the product [Cl:1][C:2]1[CH:10]=[CH:9][CH:8]=[C:7]([CH:11]2[CH2:16][CH2:15][CH2:14][CH2:13][CH2:12]2)[C:3]=1[C:4]([Cl:19])=[O:5], predict the reactants needed to synthesize it. The reactants are: [Cl:1][C:2]1[CH:10]=[CH:9][CH:8]=[C:7]([CH:11]2[CH2:16][CH2:15][CH2:14][CH2:13][CH2:12]2)[C:3]=1[C:4](O)=[O:5].O=S(Cl)[Cl:19]. (3) Given the product [NH2:34][C:30]1[CH:29]=[C:28]([CH:33]=[CH:32][CH:31]=1)[O:27][C:4]1[N:5]=[C:6]([NH:12][C:13]2[CH:14]=[CH:15][C:16]([CH2:19][N:20]3[CH2:21][CH2:22][N:23]([CH3:26])[CH2:24][CH2:25]3)=[CH:17][CH:18]=2)[C:7]([C:9]([NH2:11])=[O:10])=[N:8][C:3]=1[CH2:1][CH3:2], predict the reactants needed to synthesize it. The reactants are: [CH2:1]([C:3]1[N:8]=[C:7]([C:9]([NH2:11])=[O:10])[C:6]([NH:12][C:13]2[CH:18]=[CH:17][C:16]([CH2:19][N:20]3[CH2:25][CH2:24][N:23]([CH3:26])[CH2:22][CH2:21]3)=[CH:15][CH:14]=2)=[N:5][C:4]=1[O:27][C:28]1[CH:33]=[CH:32][CH:31]=[C:30]([N+:34]([O-])=O)[CH:29]=1)[CH3:2].O.NN. (4) Given the product [C:1]1([S:7]([N:10]2[C:14]3=[N:15][CH:16]=[C:17]([O:19][CH3:20])[CH:18]=[C:13]3[CH:12]=[C:11]2[CH:53]([OH:54])[CH2:52][CH:48]2[CH2:49][CH2:50][CH2:51][O:47]2)(=[O:8])=[O:9])[CH:6]=[CH:5][CH:4]=[CH:3][CH:2]=1, predict the reactants needed to synthesize it. The reactants are: [C:1]1([S:7]([N:10]2[C:14]3=[N:15][CH:16]=[C:17]([O:19][CH3:20])[CH:18]=[C:13]3[CH:12]=[CH:11]2)(=[O:9])=[O:8])[CH:6]=[CH:5][CH:4]=[CH:3][CH:2]=1.C([N-]C(C)C)(C)C.[Li+].C([Li])CCC.CCCCCC.C(NC(C)C)(C)C.[O:47]1[CH2:51][CH2:50][CH2:49][CH:48]1[CH2:52][CH:53]=[O:54]. (5) Given the product [C:12]([O:11][C:9]([N:21]1[CH2:22][CH2:23][C:18]2([CH2:17][CH2:16]2)[C@@H:19]([O:24][C:25]2[N:30]=[C:29]([C:31]3[C:39]4[C:34](=[CH:35][CH:36]=[C:37]([CH2:40][C:41]([O:43][CH:44]([CH3:46])[CH3:45])=[O:42])[CH:38]=4)[N:33]([C:9]([O:11][C:12]([CH3:13])([CH3:14])[CH3:15])=[O:10])[N:32]=3)[CH:28]=[N:27][CH:26]=2)[CH2:20]1)=[O:10])([CH3:15])([CH3:14])[CH3:13], predict the reactants needed to synthesize it. The reactants are: [C:9](O[C:9]([O:11][C:12]([CH3:15])([CH3:14])[CH3:13])=[O:10])([O:11][C:12]([CH3:15])([CH3:14])[CH3:13])=[O:10].[CH2:16]1[C:18]2([CH2:23][CH2:22][NH:21][CH2:20][C@@H:19]2[O:24][C:25]2[N:30]=[C:29]([C:31]3[C:39]4[C:34](=[CH:35][CH:36]=[C:37]([CH2:40][C:41]([O:43][CH:44]([CH3:46])[CH3:45])=[O:42])[CH:38]=4)[NH:33][N:32]=3)[CH:28]=[N:27][CH:26]=2)[CH2:17]1. (6) Given the product [CH2:25]([N:11]([S:12]([C:15]1[C:24]2[C:19](=[CH:20][CH:21]=[CH:22][CH:23]=2)[CH:18]=[CH:17][CH:16]=1)(=[O:13])=[O:14])[C@H:10]([C:9]([OH:8])=[O:44])[CH2:29][CH2:30][CH2:31][CH2:32][NH:33][C:34]([O:36][CH2:37][CH:56]1[C:57]2[CH:45]=[CH:46][CH:47]=[CH:48][C:49]=2[C:50]2[C:55]1=[CH:54][CH:53]=[CH:52][CH:51]=2)=[O:35])[CH:26]([CH3:28])[CH3:27], predict the reactants needed to synthesize it. The reactants are: C([O:8][C:9](=[O:44])[C@H:10]([CH2:29][CH2:30][CH2:31][CH2:32][NH:33][C:34]([O:36][CH2:37]C1C=CC=CC=1)=[O:35])[N:11]([CH2:25][CH:26]([CH3:28])[CH3:27])[S:12]([C:15]1[C:24]2[C:19](=[CH:20][CH:21]=[CH:22][CH:23]=2)[CH:18]=[CH:17][CH:16]=1)(=[O:14])=[O:13])C1C=CC=CC=1.[CH:45]1[C:57]2[CH:56](COC(ON3C(=O)CCC3=O)=O)[C:55]3[C:50](=[CH:51][CH:52]=[CH:53][CH:54]=3)[C:49]=2[CH:48]=[CH:47][CH:46]=1. (7) Given the product [Cl:1][C:2]1[C:3]([C:30]2[CH:35]=[CH:34][C:33]([C:36]3([OH:40])[CH2:39][CH2:38][CH2:37]3)=[CH:32][CH:31]=2)=[CH:4][C:5]2[N:9]=[C:8]([O:10][C@H:11]3[C@H:15]4[O:16][CH2:17][C@@H:18]([OH:19])[C@H:14]4[O:13][CH2:12]3)[NH:7][C:6]=2[CH:20]=1, predict the reactants needed to synthesize it. The reactants are: [Cl:1][C:2]1[C:3](I)=[CH:4][C:5]2[N:9]=[C:8]([O:10][C@H:11]3[C@H:15]4[O:16][CH2:17][C@@H:18]([OH:19])[C@H:14]4[O:13][CH2:12]3)[NH:7][C:6]=2[CH:20]=1.CC1(C)C(C)(C)OB([C:30]2[CH:35]=[CH:34][C:33]([C:36]3([OH:40])[CH2:39][CH2:38][CH2:37]3)=[CH:32][CH:31]=2)O1.[OH-].[Li+].CCOC(C)=O.